From a dataset of Full USPTO retrosynthesis dataset with 1.9M reactions from patents (1976-2016). Predict the reactants needed to synthesize the given product. Given the product [F:10][C:4]1[CH:3]=[C:2]([CH:7]=[CH:6][C:5]=1[O:8][CH3:9])[C:11]#[N:12], predict the reactants needed to synthesize it. The reactants are: Br[C:2]1[CH:7]=[CH:6][C:5]([O:8][CH3:9])=[C:4]([F:10])[CH:3]=1.[C:11]([Cu])#[N:12].